Dataset: NCI-60 drug combinations with 297,098 pairs across 59 cell lines. Task: Regression. Given two drug SMILES strings and cell line genomic features, predict the synergy score measuring deviation from expected non-interaction effect. (1) Drug 1: CC1=C(C(=O)C2=C(C1=O)N3CC4C(C3(C2COC(=O)N)OC)N4)N. Drug 2: CCC1(C2=C(COC1=O)C(=O)N3CC4=CC5=C(C=CC(=C5CN(C)C)O)N=C4C3=C2)O.Cl. Cell line: DU-145. Synergy scores: CSS=0.686, Synergy_ZIP=-15.4, Synergy_Bliss=-30.8, Synergy_Loewe=-72.2, Synergy_HSA=-33.1. (2) Drug 1: C1=CC(=C2C(=C1NCCNCCO)C(=O)C3=C(C=CC(=C3C2=O)O)O)NCCNCCO. Drug 2: CC1C(C(=O)NC(C(=O)N2CCCC2C(=O)N(CC(=O)N(C(C(=O)O1)C(C)C)C)C)C(C)C)NC(=O)C3=C4C(=C(C=C3)C)OC5=C(C(=O)C(=C(C5=N4)C(=O)NC6C(OC(=O)C(N(C(=O)CN(C(=O)C7CCCN7C(=O)C(NC6=O)C(C)C)C)C)C(C)C)C)N)C. Cell line: U251. Synergy scores: CSS=45.0, Synergy_ZIP=0.849, Synergy_Bliss=-0.214, Synergy_Loewe=-2.43, Synergy_HSA=0.0573. (3) Drug 1: CS(=O)(=O)C1=CC(=C(C=C1)C(=O)NC2=CC(=C(C=C2)Cl)C3=CC=CC=N3)Cl. Drug 2: C1=C(C(=O)NC(=O)N1)F. Cell line: SR. Synergy scores: CSS=45.0, Synergy_ZIP=-7.58, Synergy_Bliss=-14.7, Synergy_Loewe=-21.3, Synergy_HSA=-12.2. (4) Drug 1: CN(C(=O)NC(C=O)C(C(C(CO)O)O)O)N=O. Drug 2: COCCOC1=C(C=C2C(=C1)C(=NC=N2)NC3=CC=CC(=C3)C#C)OCCOC.Cl. Cell line: HCC-2998. Synergy scores: CSS=-2.70, Synergy_ZIP=2.11, Synergy_Bliss=-1.21, Synergy_Loewe=-4.25, Synergy_HSA=-5.88. (5) Drug 1: CCC1(CC2CC(C3=C(CCN(C2)C1)C4=CC=CC=C4N3)(C5=C(C=C6C(=C5)C78CCN9C7C(C=CC9)(C(C(C8N6C)(C(=O)OC)O)OC(=O)C)CC)OC)C(=O)OC)O.OS(=O)(=O)O. Drug 2: C1=NNC2=C1C(=O)NC=N2. Cell line: OVCAR-4. Synergy scores: CSS=0.360, Synergy_ZIP=-1.81, Synergy_Bliss=-4.09, Synergy_Loewe=-2.78, Synergy_HSA=-3.05. (6) Drug 1: C1=C(C(=O)NC(=O)N1)N(CCCl)CCCl. Drug 2: C(CN)CNCCSP(=O)(O)O. Cell line: SK-MEL-2. Synergy scores: CSS=8.94, Synergy_ZIP=0.369, Synergy_Bliss=4.31, Synergy_Loewe=0.762, Synergy_HSA=3.35. (7) Drug 1: CCC(=C(C1=CC=CC=C1)C2=CC=C(C=C2)OCCN(C)C)C3=CC=CC=C3.C(C(=O)O)C(CC(=O)O)(C(=O)O)O. Drug 2: N.N.Cl[Pt+2]Cl. Cell line: OVCAR3. Synergy scores: CSS=51.9, Synergy_ZIP=2.06, Synergy_Bliss=5.98, Synergy_Loewe=-6.99, Synergy_HSA=1.80. (8) Drug 2: CC1CC(C(C(C=C(C(C(C=CC=C(C(=O)NC2=CC(=O)C(=C(C1)C2=O)OC)C)OC)OC(=O)N)C)C)O)OC. Synergy scores: CSS=74.9, Synergy_ZIP=1.85, Synergy_Bliss=-0.303, Synergy_Loewe=-6.76, Synergy_HSA=-0.159. Cell line: SW-620. Drug 1: C1=CC=C(C=C1)NC(=O)CCCCCCC(=O)NO.